Dataset: Full USPTO retrosynthesis dataset with 1.9M reactions from patents (1976-2016). Task: Predict the reactants needed to synthesize the given product. The reactants are: [CH3:1][C:2]1[CH:11]=[CH:10][C:9]2[C:4](=[CH:5][CH:6]=[CH:7][CH:8]=2)[CH:3]=1.[Br:12]N1C(C)(C)C(=O)N(Br)C1=O. Given the product [Br:12][CH2:1][C:2]1[CH:11]=[CH:10][C:9]2[C:4](=[CH:5][CH:6]=[CH:7][CH:8]=2)[CH:3]=1, predict the reactants needed to synthesize it.